This data is from NCI-60 drug combinations with 297,098 pairs across 59 cell lines. The task is: Regression. Given two drug SMILES strings and cell line genomic features, predict the synergy score measuring deviation from expected non-interaction effect. (1) Drug 1: CNC(=O)C1=CC=CC=C1SC2=CC3=C(C=C2)C(=NN3)C=CC4=CC=CC=N4. Drug 2: CC(C)NC(=O)C1=CC=C(C=C1)CNNC.Cl. Cell line: SF-295. Synergy scores: CSS=0.560, Synergy_ZIP=-2.57, Synergy_Bliss=-8.96, Synergy_Loewe=-13.3, Synergy_HSA=-8.94. (2) Drug 2: C1=CC=C(C=C1)NC(=O)CCCCCCC(=O)NO. Drug 1: C1=CC(=CC=C1CCC2=CNC3=C2C(=O)NC(=N3)N)C(=O)NC(CCC(=O)O)C(=O)O. Cell line: K-562. Synergy scores: CSS=36.6, Synergy_ZIP=-4.14, Synergy_Bliss=-4.77, Synergy_Loewe=-3.88, Synergy_HSA=0.112. (3) Drug 1: CC1C(C(CC(O1)OC2CC(OC(C2O)C)OC3=CC4=CC5=C(C(=O)C(C(C5)C(C(=O)C(C(C)O)O)OC)OC6CC(C(C(O6)C)O)OC7CC(C(C(O7)C)O)OC8CC(C(C(O8)C)O)(C)O)C(=C4C(=C3C)O)O)O)O. Drug 2: CC1C(C(CC(O1)OC2CC(CC3=C2C(=C4C(=C3O)C(=O)C5=CC=CC=C5C4=O)O)(C(=O)C)O)N)O. Cell line: OVCAR-8. Synergy scores: CSS=38.9, Synergy_ZIP=8.07, Synergy_Bliss=13.3, Synergy_Loewe=3.80, Synergy_HSA=14.4. (4) Drug 1: CN1CCC(CC1)COC2=C(C=C3C(=C2)N=CN=C3NC4=C(C=C(C=C4)Br)F)OC. Drug 2: CC1=C(C(=CC=C1)Cl)NC(=O)C2=CN=C(S2)NC3=CC(=NC(=N3)C)N4CCN(CC4)CCO. Cell line: EKVX. Synergy scores: CSS=33.4, Synergy_ZIP=3.78, Synergy_Bliss=2.71, Synergy_Loewe=5.16, Synergy_HSA=5.99. (5) Drug 1: CN(C)N=NC1=C(NC=N1)C(=O)N. Drug 2: CC(C)CN1C=NC2=C1C3=CC=CC=C3N=C2N. Cell line: NCI-H460. Synergy scores: CSS=14.6, Synergy_ZIP=-5.27, Synergy_Bliss=3.80, Synergy_Loewe=1.75, Synergy_HSA=2.85. (6) Drug 1: CC12CCC3C(C1CCC2O)C(CC4=C3C=CC(=C4)O)CCCCCCCCCS(=O)CCCC(C(F)(F)F)(F)F. Drug 2: CCC1=C2CN3C(=CC4=C(C3=O)COC(=O)C4(CC)O)C2=NC5=C1C=C(C=C5)O. Cell line: HL-60(TB). Synergy scores: CSS=40.8, Synergy_ZIP=11.0, Synergy_Bliss=11.8, Synergy_Loewe=-22.8, Synergy_HSA=11.1.